Dataset: Catalyst prediction with 721,799 reactions and 888 catalyst types from USPTO. Task: Predict which catalyst facilitates the given reaction. Reactant: [CH2:1]([O:3][C:4](=[O:26])[CH2:5][CH:6]1[O:10][B:9]([OH:11])[C:8]2[CH:12]=[C:13]([O:17][C:18]3[N:19]=[N:20][C:21]([C:24]#[N:25])=[CH:22][CH:23]=3)[CH:14]=[C:15]([CH3:16])[C:7]1=2)[CH3:2]. Product: [CH2:1]([O:3][C:4](=[O:26])[CH2:5][CH:6]1[O:10][B:9]([OH:11])[C:8]2[CH:12]=[C:13]([O:17][C:18]3[N:19]=[N:20][C:21]([CH2:24][NH2:25])=[CH:22][CH:23]=3)[CH:14]=[C:15]([CH3:16])[C:7]1=2)[CH3:2]. The catalyst class is: 50.